Dataset: Forward reaction prediction with 1.9M reactions from USPTO patents (1976-2016). Task: Predict the product of the given reaction. (1) Given the reactants Br[C:2]1[CH:3]=[C:4]([C:9]([F:12])([F:11])[F:10])[C:5]([NH2:8])=[N:6][CH:7]=1.[CH3:13][C:14]1([CH3:30])[C:18]([CH3:20])([CH3:19])[O:17][B:16]([B:16]2[O:17][C:18]([CH3:20])([CH3:19])[C:14]([CH3:30])([CH3:13])[O:15]2)[O:15]1.CC([O-])=O.[K+].C(Cl)Cl, predict the reaction product. The product is: [CH3:13][C:14]1([CH3:30])[C:18]([CH3:20])([CH3:19])[O:17][B:16]([C:2]2[CH:3]=[C:4]([C:9]([F:12])([F:11])[F:10])[C:5]([NH2:8])=[N:6][CH:7]=2)[O:15]1. (2) Given the reactants [C:1]([C:5]1[C:13]2[O:12][CH:11]([CH2:14][NH2:15])[CH2:10][C:9]=2[CH:8]=[C:7]([Cl:16])[CH:6]=1)([CH3:4])([CH3:3])[CH3:2].C(N(C(C)C)CC)(C)C.Cl[C:27]([O:29][CH2:30][C:31]1[CH:36]=[CH:35][CH:34]=[CH:33][CH:32]=1)=[O:28].C(OC(=O)NCC1CC2C=CC=C(C3CCCC3)C=2O1)C1C=CC=CC=1, predict the reaction product. The product is: [CH2:30]([O:29][C:27](=[O:28])[NH:15][CH2:14][CH:11]1[CH2:10][C:9]2[CH:8]=[C:7]([Cl:16])[CH:6]=[C:5]([C:1]([CH3:4])([CH3:2])[CH3:3])[C:13]=2[O:12]1)[C:31]1[CH:36]=[CH:35][CH:34]=[CH:33][CH:32]=1. (3) Given the reactants Cl.[NH:2]1[CH2:6][CH2:5][CH2:4][CH:3]1[CH2:7][C:8]([OH:10])=[O:9].[OH-].[Na+].[CH2:13]([O:20][C:21](Cl)=[O:22])[C:14]1[CH:19]=[CH:18][CH:17]=[CH:16][CH:15]=1.Cl, predict the reaction product. The product is: [CH2:13]([O:20][C:21]([N:2]1[CH2:6][CH2:5][CH2:4][CH:3]1[CH2:7][C:8]([OH:10])=[O:9])=[O:22])[C:14]1[CH:19]=[CH:18][CH:17]=[CH:16][CH:15]=1.